From a dataset of Catalyst prediction with 721,799 reactions and 888 catalyst types from USPTO. Predict which catalyst facilitates the given reaction. (1) Reactant: [F:1][C:2]([F:16])([F:15])[C:3]1[CH:4]=[C:5]2[C:9](=[CH:10][CH:11]=1)[NH:8][C:7]([C:12](O)=[O:13])=[CH:6]2.[H-].[Al+3].[Li+].[H-].[H-].[H-]. Product: [F:15][C:2]([F:1])([F:16])[C:3]1[CH:4]=[C:5]2[C:9](=[CH:10][CH:11]=1)[NH:8][C:7]([CH2:12][OH:13])=[CH:6]2. The catalyst class is: 7. (2) Reactant: Cl.[CH2:2]([C:4]1[C:12]2[C:7](=[CH:8][C:9]([NH2:13])=[CH:10][CH:11]=2)[N:6]([C:14]2[CH:19]=[CH:18][CH:17]=[CH:16][CH:15]=2)[N:5]=1)[CH3:3].[C:20]([C:22]1[CH:23]=[C:24]([CH:28]=[CH:29][CH:30]=1)[C:25](O)=[O:26])#[N:21].CCN=C=NCCCN(C)C. Product: [C:20]([C:22]1[CH:23]=[C:24]([CH:28]=[CH:29][CH:30]=1)[C:25]([NH:13][C:9]1[CH:8]=[C:7]2[C:12]([C:4]([CH2:2][CH3:3])=[N:5][N:6]2[C:14]2[CH:19]=[CH:18][CH:17]=[CH:16][CH:15]=2)=[CH:11][CH:10]=1)=[O:26])#[N:21]. The catalyst class is: 4.